This data is from NCI-60 drug combinations with 297,098 pairs across 59 cell lines. The task is: Regression. Given two drug SMILES strings and cell line genomic features, predict the synergy score measuring deviation from expected non-interaction effect. (1) Drug 1: CC(CN1CC(=O)NC(=O)C1)N2CC(=O)NC(=O)C2. Drug 2: CN(C)N=NC1=C(NC=N1)C(=O)N. Cell line: UACC-257. Synergy scores: CSS=12.0, Synergy_ZIP=3.80, Synergy_Bliss=11.4, Synergy_Loewe=3.40, Synergy_HSA=5.73. (2) Drug 1: C1=CC=C(C=C1)NC(=O)CCCCCCC(=O)NO. Drug 2: C1C(C(OC1N2C=NC3=C2NC=NCC3O)CO)O. Cell line: BT-549. Synergy scores: CSS=0.0380, Synergy_ZIP=-1.19, Synergy_Bliss=-2.62, Synergy_Loewe=-4.86, Synergy_HSA=-4.05. (3) Cell line: CAKI-1. Drug 1: COC1=C(C=C2C(=C1)N=CN=C2NC3=CC(=C(C=C3)F)Cl)OCCCN4CCOCC4. Synergy scores: CSS=61.3, Synergy_ZIP=-6.96, Synergy_Bliss=-3.74, Synergy_Loewe=-0.469, Synergy_HSA=2.20. Drug 2: C1CCC(CC1)NC(=O)N(CCCl)N=O. (4) Drug 1: COC1=C2C(=CC3=C1OC=C3)C=CC(=O)O2. Drug 2: C1C(C(OC1N2C=NC(=NC2=O)N)CO)O. Cell line: CCRF-CEM. Synergy scores: CSS=29.6, Synergy_ZIP=1.08, Synergy_Bliss=0.183, Synergy_Loewe=-23.5, Synergy_HSA=0.692. (5) Drug 1: CCN(CC)CCNC(=O)C1=C(NC(=C1C)C=C2C3=C(C=CC(=C3)F)NC2=O)C. Drug 2: CN(CC1=CN=C2C(=N1)C(=NC(=N2)N)N)C3=CC=C(C=C3)C(=O)NC(CCC(=O)O)C(=O)O. Cell line: NCIH23. Synergy scores: CSS=22.0, Synergy_ZIP=-4.44, Synergy_Bliss=-1.58, Synergy_Loewe=-25.7, Synergy_HSA=-1.81. (6) Drug 1: C1CN(P(=O)(OC1)NCCCl)CCCl. Drug 2: COCCOC1=C(C=C2C(=C1)C(=NC=N2)NC3=CC=CC(=C3)C#C)OCCOC.Cl. Cell line: MCF7. Synergy scores: CSS=0.706, Synergy_ZIP=-1.42, Synergy_Bliss=-3.82, Synergy_Loewe=-2.61, Synergy_HSA=-4.21. (7) Drug 1: CCC1=C2CN3C(=CC4=C(C3=O)COC(=O)C4(CC)O)C2=NC5=C1C=C(C=C5)O. Drug 2: CC1CCCC2(C(O2)CC(NC(=O)CC(C(C(=O)C(C1O)C)(C)C)O)C(=CC3=CSC(=N3)C)C)C. Cell line: CCRF-CEM. Synergy scores: CSS=70.0, Synergy_ZIP=-2.05, Synergy_Bliss=-3.46, Synergy_Loewe=-5.32, Synergy_HSA=-2.66.